The task is: Predict the product of the given reaction.. This data is from Forward reaction prediction with 1.9M reactions from USPTO patents (1976-2016). (1) Given the reactants Cl.NO.[NH2:4][C:5]1[CH:12]=[CH:11][C:8]([CH:9]=O)=[C:7]([Cl:13])[C:6]=1[F:14].C([N:17](CC)CC)C.C1CCC(N=C=NC2CCCCC2)CC1, predict the reaction product. The product is: [NH2:4][C:5]1[CH:12]=[CH:11][C:8]([C:9]#[N:17])=[C:7]([Cl:13])[C:6]=1[F:14]. (2) Given the reactants [CH3:1][S:2]([N:5]1[CH2:14][CH2:13][C:12]2[C:7](=[CH:8][CH:9]=[C:10]([C:15]3[CH:16]=[C:17]([OH:21])[CH:18]=[CH:19][CH:20]=3)[CH:11]=2)[CH2:6]1)(=[O:4])=[O:3].CS(O[CH2:27][CH:28]1[CH2:33][CH2:32][N:31]([C:34]([O:36][CH:37]([CH3:39])[CH3:38])=[O:35])[CH2:30][CH2:29]1)(=O)=O, predict the reaction product. The product is: [CH3:1][S:2]([N:5]1[CH2:14][CH2:13][C:12]2[C:7](=[CH:8][CH:9]=[C:10]([C:15]3[CH:16]=[C:17]([CH:18]=[CH:19][CH:20]=3)[O:21][CH2:27][CH:28]3[CH2:33][CH2:32][N:31]([C:34]([O:36][CH:37]([CH3:39])[CH3:38])=[O:35])[CH2:30][CH2:29]3)[CH:11]=2)[CH2:6]1)(=[O:4])=[O:3]. (3) Given the reactants [Cl:1][C:2]1[CH:3]=[N:4][N:5]([C:7]2([C:10]3[NH:31][C:13]4=[N:14][C:15]([N:18]5[CH2:23][CH2:22][CH2:21][C@@H:20]([C:24]([N:26]6[CH2:30][CH2:29][CH2:28][CH2:27]6)=[O:25])[CH2:19]5)=[CH:16][CH:17]=[C:12]4[N:11]=3)[CH2:9][CH2:8]2)[CH:6]=1.[CH3:32][S:33]([OH:36])(=[O:35])=[O:34], predict the reaction product. The product is: [CH3:32][S:33]([OH:36])(=[O:35])=[O:34].[Cl:1][C:2]1[CH:3]=[N:4][N:5]([C:7]2([C:10]3[NH:31][C:13]4=[N:14][C:15]([N:18]5[CH2:23][CH2:22][CH2:21][C@@H:20]([C:24]([N:26]6[CH2:27][CH2:28][CH2:29][CH2:30]6)=[O:25])[CH2:19]5)=[CH:16][CH:17]=[C:12]4[N:11]=3)[CH2:9][CH2:8]2)[CH:6]=1. (4) Given the reactants O=C[C@@H]([C@H]([C@@H]([C@@H](CO)O)O)O)O.C(OCCCC)(=O)C.[Br:21][CH2:22][C:23](=[O:29])[CH2:24][C:25]([O:27][CH3:28])=[O:26].C(=O)([O-])[O-].[Na+].[Na+], predict the reaction product. The product is: [Br:21][CH2:22][C@@H:23]([OH:29])[CH2:24][C:25]([O:27][CH3:28])=[O:26]. (5) Given the reactants [C:1]([C:4]1[CH:9]=[CH:8][C:7]([S:10]([NH:13][C:14]2[C:15]([Cl:21])=[N:16][CH:17]=[C:18]([Br:20])[CH:19]=2)(=[O:12])=[O:11])=[CH:6][CH:5]=1)(=O)[CH3:2].[CH3:22][NH2:23].[BH4-].[Na+].N, predict the reaction product. The product is: [Br:20][C:18]1[CH:19]=[C:14]([NH:13][S:10]([C:7]2[CH:8]=[CH:9][C:4]([CH:1]([NH:23][CH3:22])[CH3:2])=[CH:5][CH:6]=2)(=[O:12])=[O:11])[C:15]([Cl:21])=[N:16][CH:17]=1.